Dataset: Forward reaction prediction with 1.9M reactions from USPTO patents (1976-2016). Task: Predict the product of the given reaction. (1) Given the reactants [CH2:1]([N:8]1[CH2:15][CH:14]2[CH2:16][CH:10]([C:11]3[N:12]([C:17](=[O:26])[CH:18]=[C:19]([CH2:21][O:22]COC)[CH:20]=3)[CH2:13]2)[CH2:9]1)[C:2]1[CH:7]=[CH:6][CH:5]=[CH:4][CH:3]=1.FC(F)(F)C(O)=O, predict the reaction product. The product is: [CH2:1]([N:8]1[CH2:15][CH:14]2[CH2:16][CH:10]([C:11]3[N:12]([C:17](=[O:26])[CH:18]=[C:19]([CH2:21][OH:22])[CH:20]=3)[CH2:13]2)[CH2:9]1)[C:2]1[CH:3]=[CH:4][CH:5]=[CH:6][CH:7]=1. (2) Given the reactants Br[C:2]1[N:6]([S:7]([C:10]2[CH:11]=[N:12][CH:13]=[CH:14][CH:15]=2)(=[O:9])=[O:8])[CH:5]=[C:4]([CH2:16][N:17]([CH3:25])[C:18](=[O:24])[O:19][C:20]([CH3:23])([CH3:22])[CH3:21])[CH:3]=1.[Cl:26][C:27]1[CH:32]=[CH:31][CH:30]=[CH:29][C:28]=1B(O)O.C(=O)([O-])[O-].[Na+].[Na+], predict the reaction product. The product is: [Cl:26][C:27]1[CH:32]=[CH:31][CH:30]=[CH:29][C:28]=1[C:2]1[N:6]([S:7]([C:10]2[CH:11]=[N:12][CH:13]=[CH:14][CH:15]=2)(=[O:9])=[O:8])[CH:5]=[C:4]([CH2:16][N:17]([CH3:25])[C:18](=[O:24])[O:19][C:20]([CH3:23])([CH3:22])[CH3:21])[CH:3]=1. (3) Given the reactants [C:1]([OH:14])(=[O:13])[C@@:2]1([CH2:12][CH2:11][C@H:7]([C:8]([OH:10])=[O:9])[C:4]1([CH3:6])[CH3:5])[CH3:3].C(O)C.[CH3:18][N:19]1[CH2:24][CH2:23][CH2:22][CH2:21][CH:20]1[CH2:25][CH2:26][C:27]1[CH:32]=[CH:31][CH:30]=[CH:29][C:28]=1[NH2:33], predict the reaction product. The product is: [C:1]([OH:14])(=[O:13])[C@@:2]1([CH2:12][CH2:11][C@H:7]([C:8]([OH:10])=[O:9])[C:4]1([CH3:6])[CH3:5])[CH3:3].[CH3:18][N:19]1[CH2:24][CH2:23][CH2:22][CH2:21][C@H:20]1[CH2:25][CH2:26][C:27]1[CH:32]=[CH:31][CH:30]=[CH:29][C:28]=1[NH2:33]. (4) Given the reactants [C:1]([C:5]1[CH:10]=[CH:9][CH:8]=[CH:7][C:6]=1[NH2:11])([CH3:4])([CH3:3])[CH3:2].Cl[CH2:13][CH2:14][N:15]([CH2:17][CH2:18]Cl)[CH3:16].C([O-])([O-])=O.[K+].[K+].[Na+].[I-], predict the reaction product. The product is: [C:1]([C:5]1[CH:10]=[CH:9][CH:8]=[CH:7][C:6]=1[N:11]1[CH2:18][CH2:17][N:15]([CH3:16])[CH2:14][CH2:13]1)([CH3:4])([CH3:2])[CH3:3]. (5) Given the reactants [CH2:1]([OH:6])[C@@H:2]([OH:5])[CH:3]=O.Cl.[CH3:8][CH:9]([O:11][C:12]1[CH:19]=[CH:18][C:17]([C:20]2[O:24][N:23]=[C:22]([C:25]3[CH:35]=[CH:34][C:28]4[CH2:29][CH2:30][NH:31][CH2:32][CH2:33][C:27]=4[CH:26]=3)[N:21]=2)=[CH:16][C:13]=1[C:14]#[N:15])[CH3:10].C(O[BH-](OC(=O)C)OC(=O)C)(=O)C.[Na+].C(O)(=O)C.C(=O)([O-])O.[Na+], predict the reaction product. The product is: [OH:5][C@H:2]([CH2:1][OH:6])[CH2:3][N:31]1[CH2:30][CH2:29][C:28]2[CH:34]=[CH:35][C:25]([C:22]3[N:21]=[C:20]([C:17]4[CH:18]=[CH:19][C:12]([O:11][CH:9]([CH3:10])[CH3:8])=[C:13]([CH:16]=4)[C:14]#[N:15])[O:24][N:23]=3)=[CH:26][C:27]=2[CH2:33][CH2:32]1. (6) Given the reactants [OH:1][C:2]1[CH:7]=[CH:6][C:5]([C:8]2[CH:13]=[CH:12][CH:11]=[C:10]([CH:14]=[C:15]3[S:19][C:18](=S)[NH:17][C:16]3=[O:21])[CH:9]=2)=[CH:4][C:3]=1[C:22]1([CH3:28])[CH2:27][CH2:26][CH2:25][CH2:24][CH2:23]1.[NH:29]1[CH2:33][CH2:32][CH2:31][CH2:30]1, predict the reaction product. The product is: [OH:1][C:2]1[CH:7]=[CH:6][C:5]([C:8]2[CH:13]=[CH:12][CH:11]=[C:10]([CH2:14][CH:15]3[S:19][C:18]([N:29]4[CH2:33][CH2:32][CH2:31][CH2:30]4)=[N:17][C:16]3=[O:21])[CH:9]=2)=[CH:4][C:3]=1[C:22]1([CH3:28])[CH2:23][CH2:24][CH2:25][CH2:26][CH2:27]1. (7) Given the reactants C(OC(=O)[NH:7][C:8]1([C:12]2[CH:17]=[CH:16][C:15]([C:18]3[N:19]=[C:20]4[CH:25]=[C:24]([C:26]5[CH:31]=[CH:30][N:29]=[CH:28][CH:27]=5)[CH:23]=[CH:22][N:21]4[C:32]=3[C:33]3[CH:38]=[CH:37][CH:36]=[CH:35][CH:34]=3)=[CH:14][CH:13]=2)[CH2:11][CH2:10][CH2:9]1)(C)(C)C.Cl.O1CCOCC1, predict the reaction product. The product is: [C:33]1([C:32]2[N:21]3[CH:22]=[CH:23][C:24]([C:26]4[CH:27]=[CH:28][N:29]=[CH:30][CH:31]=4)=[CH:25][C:20]3=[N:19][C:18]=2[C:15]2[CH:14]=[CH:13][C:12]([C:8]3([NH2:7])[CH2:11][CH2:10][CH2:9]3)=[CH:17][CH:16]=2)[CH:34]=[CH:35][CH:36]=[CH:37][CH:38]=1. (8) Given the reactants FC(F)(F)C(O)=O.[NH:8]([C:15]([C:17]1[S:18][CH:19]=[CH:20][C:21]=1[NH:22]C(=O)OC(C)(C)C)=[O:16])[C:9]1[CH:14]=[CH:13][CH:12]=[CH:11][CH:10]=1, predict the reaction product. The product is: [NH2:22][C:21]1[CH:20]=[CH:19][S:18][C:17]=1[C:15]([NH:8][C:9]1[CH:10]=[CH:11][CH:12]=[CH:13][CH:14]=1)=[O:16].